From a dataset of Catalyst prediction with 721,799 reactions and 888 catalyst types from USPTO. Predict which catalyst facilitates the given reaction. (1) Reactant: [C:1]1([C:7]2[C:12]([F:13])=[CH:11][C:10]([O:14]CC3C=CC=CC=3)=[CH:9][N:8]=2)[CH:6]=[CH:5][CH:4]=[CH:3][CH:2]=1.CO.C(OCC)(=O)C.[OH-].[Na+]. Product: [F:13][C:12]1[CH:11]=[C:10]([OH:14])[CH:9]=[N:8][C:7]=1[C:1]1[CH:6]=[CH:5][CH:4]=[CH:3][CH:2]=1. The catalyst class is: 331. (2) Reactant: [Cl:1][C:2]1[CH:3]=[C:4]([CH:8]=[CH:9][CH:10]=1)[C:5](=[NH:7])[NH2:6].O=[C:12]([CH2:19][CH3:20])[CH2:13][C:14](OCC)=[O:15].C[O-].[Na+]. Product: [Cl:1][C:2]1[CH:3]=[C:4]([C:5]2[NH:6][C:14](=[O:15])[CH:13]=[C:12]([CH2:19][CH3:20])[N:7]=2)[CH:8]=[CH:9][CH:10]=1. The catalyst class is: 8. (3) Reactant: [CH3:1][N:2]([CH2:10][C:11]1[S:12][C:13]([S:23]([C:26]2[CH:31]=[CH:30][CH:29]=[CH:28][CH:27]=2)(=[O:25])=[O:24])=[C:14]([N:16]2[CH2:21][CH2:20][CH2:19][CH2:18][C:17]2=[O:22])[CH:15]=1)C(=O)OC(C)(C)C.C(OCC)(=O)C.[ClH:38]. Product: [ClH:38].[CH3:1][NH:2][CH2:10][C:11]1[S:12][C:13]([S:23]([C:26]2[CH:31]=[CH:30][CH:29]=[CH:28][CH:27]=2)(=[O:25])=[O:24])=[C:14]([N:16]2[CH2:21][CH2:20][CH2:19][CH2:18][C:17]2=[O:22])[CH:15]=1. The catalyst class is: 336. (4) Reactant: [CH2:1]([NH:3][C:4](=[O:26])[NH:5][C:6]1[N:11]=[CH:10][C:9](B(O)O)=[C:8]([C:15]2[S:16][CH:17]=[C:18]([C:20]3[CH:25]=[CH:24][CH:23]=[CH:22][N:21]=3)[N:19]=2)[CH:7]=1)[CH3:2].Br[C:28]1[CH:29]=[C:30]([C:34]2[O:35][C:36]([CH3:39])=[N:37][N:38]=2)[CH:31]=[N:32][CH:33]=1.C(=O)([O-])[O-].[Cs+].[Cs+]. Product: [CH2:1]([NH:3][C:4]([NH:5][C:6]1[N:11]=[CH:10][C:9]([C:28]2[CH:33]=[N:32][CH:31]=[C:30]([C:34]3[O:35][C:36]([CH3:39])=[N:37][N:38]=3)[CH:29]=2)=[C:8]([C:15]2[S:16][CH:17]=[C:18]([C:20]3[CH:25]=[CH:24][CH:23]=[CH:22][N:21]=3)[N:19]=2)[CH:7]=1)=[O:26])[CH3:2]. The catalyst class is: 73. (5) Reactant: [Cl:1][C:2]1[CH:3]=[C:4]([CH:6]=[CH:7][C:8]=1[Cl:9])[NH2:5].Cl[C:11]1[CH:16]=[C:15]([CH2:17][O:18][CH3:19])[N:14]=[CH:13][N:12]=1. Product: [Cl:1][C:2]1[CH:3]=[C:4]([NH:5][C:11]2[CH:16]=[C:15]([CH2:17][O:18][CH3:19])[N:14]=[CH:13][N:12]=2)[CH:6]=[CH:7][C:8]=1[Cl:9]. The catalyst class is: 12. (6) Reactant: [O:1]=[C:2]1[CH2:26][CH2:25][C@@:24]2([CH3:27])[CH:4]([CH2:5][C@@H:6]([OH:30])[C@@H:7]3[C@@H:23]2[CH2:22][C@H:21]([OH:28])[C@@:20]2([CH3:29])[C@H:8]3[CH2:9][CH2:10][C@@H:11]2[C@H:12]([CH3:19])[CH2:13][CH2:14][C:15]([O:17][CH3:18])=[O:16])[CH2:3]1.[C:31](Cl)(=[O:38])[C:32]1[CH:37]=[CH:36][CH:35]=[CH:34][CH:33]=1.C(O[CH2:44][CH3:45])(=O)C.[C:46]([O-:49])(O)=O.[Na+]. Product: [O:1]=[C:2]1[CH2:26][CH2:25][C@@:24]2([CH3:27])[CH:4]([CH2:5][C@@H:6]([O:30][C:46](=[O:49])[C:45]3[CH:44]=[CH:4][CH:3]=[CH:2][CH:26]=3)[C@@H:7]3[C@@H:23]2[CH2:22][C@H:21]([O:28][C:31](=[O:38])[C:32]2[CH:37]=[CH:36][CH:35]=[CH:34][CH:33]=2)[C@@:20]2([CH3:29])[C@H:8]3[CH2:9][CH2:10][C@@H:11]2[C@H:12]([CH3:19])[CH2:13][CH2:14][C:15]([O:17][CH3:18])=[O:16])[CH2:3]1. The catalyst class is: 529. (7) Product: [NH:37]1[CH2:41][CH2:40][CH2:39][C@H:38]1[CH2:42][C:43]([N:4]1[CH2:3][CH2:2][N:1]([C:7]2[C:15]3[C:14]4[CH:16]=[C:17]([C:20]#[N:21])[N:18]=[CH:19][C:13]=4[NH:12][C:11]=3[N:10]=[CH:9][CH:8]=2)[CH2:6][CH2:5]1)=[O:44]. The catalyst class is: 2. Reactant: [N:1]1([C:7]2[C:15]3[C:14]4[CH:16]=[C:17]([C:20]#[N:21])[N:18]=[CH:19][C:13]=4[N:12](COCC[Si](C)(C)C)[C:11]=3[N:10]=[CH:9][CH:8]=2)[CH2:6][CH2:5][NH:4][CH2:3][CH2:2]1.C(OC([N:37]1[CH2:41][CH2:40][CH2:39][C@H:38]1[CH2:42][C:43](O)=[O:44])=O)(C)(C)C.ON1C2C=CC=CC=2N=N1.Cl.CN(C)CCCN=C=NCC.C(N(CC)CC)C.